From a dataset of Full USPTO retrosynthesis dataset with 1.9M reactions from patents (1976-2016). Predict the reactants needed to synthesize the given product. (1) Given the product [CH2:1]([O:8][C:9]1[CH:10]=[CH:11][C:12]([CH:15]2[CH2:18][O:19][C:21]([CH3:26])([CH3:20])[O:17][CH2:16]2)=[CH:13][CH:14]=1)[C:2]1[CH:3]=[CH:4][CH:5]=[CH:6][CH:7]=1, predict the reactants needed to synthesize it. The reactants are: [CH2:1]([O:8][C:9]1[CH:14]=[CH:13][C:12]([CH:15]([CH2:18][OH:19])[CH2:16][OH:17])=[CH:11][CH:10]=1)[C:2]1[CH:7]=[CH:6][CH:5]=[CH:4][CH:3]=1.[CH3:20][C:21]1C=CC(S(O)(=O)=O)=C[CH:26]=1. (2) Given the product [F:1][C@H:2]1[C@@H:7]([O:8][CH3:9])[CH2:6][CH2:5][N:4]([C:10]2[N:15]=[C:14]([NH:16][C:17]3[N:22]=[CH:21][C:20]4[C:23]([C:29]5[C:30]([CH3:34])=[CH:31][N:32]([CH2:36][CH2:37][OH:38])[N:33]=5)=[CH:24][N:25]([CH:26]([CH3:28])[CH3:27])[C:19]=4[CH:18]=3)[CH:13]=[CH:12][N:11]=2)[CH2:3]1, predict the reactants needed to synthesize it. The reactants are: [F:1][C@H:2]1[C@@H:7]([O:8][CH3:9])[CH2:6][CH2:5][N:4]([C:10]2[N:15]=[C:14]([NH:16][C:17]3[N:22]=[CH:21][C:20]4[C:23]([C:29]5[NH:33][N:32]=[CH:31][C:30]=5[CH3:34])=[CH:24][N:25]([CH:26]([CH3:28])[CH3:27])[C:19]=4[CH:18]=3)[CH:13]=[CH:12][N:11]=2)[CH2:3]1.Br[CH2:36][CH2:37][OH:38].C(=O)([O-])[O-].[Cs+].[Cs+].CN(C)C=O. (3) Given the product [CH3:16][O:17][C:18]1[CH:19]=[C:20]([CH:21]=[CH:22][CH:23]=1)[NH:24][C:2]1[CH:7]=[C:6]([CH3:8])[N:5]=[C:4]([C:9]2[CH:14]=[CH:13][CH:12]=[C:11]([CH3:15])[CH:10]=2)[N:3]=1, predict the reactants needed to synthesize it. The reactants are: Cl[C:2]1[CH:7]=[C:6]([CH3:8])[N:5]=[C:4]([C:9]2[CH:14]=[CH:13][CH:12]=[C:11]([CH3:15])[CH:10]=2)[N:3]=1.[CH3:16][O:17][C:18]1[CH:23]=[CH:22][CH:21]=[C:20]([NH2:24])[CH:19]=1.